This data is from In vitro SARS-CoV-2 activity screen of 1,480 approved drugs from Prestwick library. The task is: Binary Classification. Given a drug SMILES string, predict its activity (active/inactive) in a high-throughput screening assay against a specified biological target. (1) The molecule is COc1c(N2C[C@@H]3CCCN[C@@H]3C2)c(F)cc2c(=O)c(C(=O)O)cn(C3CC3)c12. The result is 0 (inactive). (2) The compound is CO[C@H]1/C=C/O[C@@]2(C)Oc3c(C)c(O)c4c(O)c(c(/C=N/N5CCN(C6CCCC6)CC5)c(O)c4c3C2=O)NC(=O)/C(C)=C\C=C\[C@H](C)[C@H](O)[C@@H](C)[C@@H](O)[C@@H](C)[C@H](OC(C)=O)[C@@H]1C. The result is 0 (inactive).